Predict the product of the given reaction. From a dataset of Forward reaction prediction with 1.9M reactions from USPTO patents (1976-2016). (1) The product is: [O:32]1[CH2:31][CH2:30][N:29]([C:26]2[CH:25]=[CH:24][C:23]([NH:22][C:16]3[C:17]4[N:18]([N:19]=[CH:20][N:21]=4)[C:13]([C:12]4[CH:11]=[N:10][NH:9][C:8]=4[CH2:7][OH:6])=[CH:14][N:15]=3)=[CH:28][CH:27]=2)[CH2:34][CH2:33]1. Given the reactants C([SiH2][O:6][C:7](C)(C)[C:8]1[C:12]([C:13]2[N:18]3[N:19]=[CH:20][N:21]=[C:17]3[C:16]([NH:22][C:23]3[CH:28]=[CH:27][C:26]([N:29]4[CH2:34][CH2:33][O:32][CH2:31][CH2:30]4)=[CH:25][CH:24]=3)=[N:15][CH:14]=2)=[CH:11][N:10](C2CCCOC2)[N:9]=1)(C)(C)C.C([SiH2]OC(C)(C)C1N(C2CCCOC2)N=CC=1C1N2N=CN=C2C(NC2C=CC(N3CCOCC3)=CC=2)=NC=1)(C)(C)C.Cl, predict the reaction product. (2) The product is: [NH2:1][C:2]1[C:11]2[C:6](=[CH:7][CH:8]=[C:9]([C:12]3[S:16][C:15]([CH2:17][NH:18][C:19]4[C:20]([C:21]([NH:23][CH2:24][C:25]5[CH:30]=[CH:29][C:28]([F:31])=[C:27]([F:32])[CH:26]=5)=[O:22])=[CH:33][C:34]([CH2:37][CH3:38])=[CH:35][N:36]=4)=[CH:14][CH:13]=3)[CH:10]=2)[N:5]=[CH:4][N:3]=1. Given the reactants [NH2:1][C:2]1[C:11]2[C:6](=[CH:7][CH:8]=[C:9]([C:12]3[S:16][C:15]([CH2:17][NH:18][C:19]4[N:36]=[CH:35][C:34]([C:37]#[CH:38])=[CH:33][C:20]=4[C:21]([NH:23][CH2:24][C:25]4[CH:30]=[CH:29][C:28]([F:31])=[C:27]([F:32])[CH:26]=4)=[O:22])=[CH:14][CH:13]=3)[CH:10]=2)[N:5]=[CH:4][N:3]=1, predict the reaction product. (3) Given the reactants [Cl:1][C:2]1[CH:3]=[C:4]([CH2:10][CH2:11][C:12]2([CH:20]3[CH2:24][CH2:23][CH2:22][CH2:21]3)[O:17][C:16](=[O:18])[CH2:15][C:14](=[O:19])[CH2:13]2)[CH:5]=[CH:6][C:7]=1[O:8][CH3:9].[CH3:25][C:26]1[CH:31]=[C:30]([CH3:32])[N:29]2[N:33]=[C:34]([CH:36]=O)[N:35]=[C:28]2[N:27]=1.[Al+3].[Cl-].[Cl-].[Cl-].[O-]S([O-])(=O)=O.[Mg+2], predict the reaction product. The product is: [Cl:1][C:2]1[CH:3]=[C:4]([CH2:10][CH2:11][C:12]2([CH:20]3[CH2:24][CH2:23][CH2:22][CH2:21]3)[O:17][C:16](=[O:18])[CH:15]([CH2:36][C:34]3[N:35]=[C:28]4[N:27]=[C:26]([CH3:25])[CH:31]=[C:30]([CH3:32])[N:29]4[N:33]=3)[C:14](=[O:19])[CH2:13]2)[CH:5]=[CH:6][C:7]=1[O:8][CH3:9]. (4) Given the reactants Cl.[NH2:2][OH:3].C(=O)([O-])O.[Na+].[CH3:9][O:10][C:11]1[CH:12]=[C:13]2[C:17](=[CH:18][CH:19]=1)[N:16]([CH2:20][C:21]1[N:26]=[C:25]([C:27]#[N:28])[CH:24]=[CH:23][CH:22]=1)[C:15]([C:29]1[CH:34]=[CH:33][CH:32]=[CH:31][CH:30]=1)=[CH:14]2.O, predict the reaction product. The product is: [CH3:9][O:10][C:11]1[CH:12]=[C:13]2[C:17](=[CH:18][CH:19]=1)[N:16]([CH2:20][C:21]1[N:26]=[C:25]([C:27](=[N:2][OH:3])[NH2:28])[CH:24]=[CH:23][CH:22]=1)[C:15]([C:29]1[CH:34]=[CH:33][CH:32]=[CH:31][CH:30]=1)=[CH:14]2. (5) Given the reactants [Br:1][C:2]1[C:7]([NH2:8])=[CH:6][C:5]([Cl:9])=[CH:4][N:3]=1.[CH3:10][C:11]1[CH:12]=[C:13]([S:18](Cl)(=[O:20])=[O:19])[CH:14]=[CH:15][C:16]=1[Cl:17], predict the reaction product. The product is: [Br:1][C:2]1[C:7]([NH:8][S:18]([C:13]2[CH:14]=[CH:15][C:16]([Cl:17])=[C:11]([CH3:10])[CH:12]=2)(=[O:19])=[O:20])=[CH:6][C:5]([Cl:9])=[CH:4][N:3]=1. (6) Given the reactants [NH2:1][C:2]1[N:7]=[CH:6][N:5]=[C:4]([NH:8][C@H:9]([C:11]2[N:16]([C:17]3[CH:22]=[CH:21][CH:20]=[CH:19][CH:18]=3)[C:15](=[O:23])[C:14]3=[C:24]([CH3:27])[CH:25]=[CH:26][N:13]3[N:12]=2)[CH3:10])[C:3]=1I.CC1(C)C(C)(C)OB([C:37]2[CH:38]=[N:39][N:40]([CH2:42][CH2:43][OH:44])[CH:41]=2)O1.C(=O)([O-])[O-].[Na+].[Na+], predict the reaction product. The product is: [NH2:1][C:2]1[N:7]=[CH:6][N:5]=[C:4]([NH:8][C@H:9]([C:11]2[N:16]([C:17]3[CH:22]=[CH:21][CH:20]=[CH:19][CH:18]=3)[C:15](=[O:23])[C:14]3=[C:24]([CH3:27])[CH:25]=[CH:26][N:13]3[N:12]=2)[CH3:10])[C:3]=1[C:37]1[CH:38]=[N:39][N:40]([CH2:42][CH2:43][OH:44])[CH:41]=1.